This data is from Forward reaction prediction with 1.9M reactions from USPTO patents (1976-2016). The task is: Predict the product of the given reaction. (1) Given the reactants Cl[C:2]1[N:7]=[CH:6][N:5]=[C:4]([C:8]2[NH:9][C:10]3[C:15]([CH:16]=2)=[CH:14][CH:13]=[CH:12][CH:11]=3)[CH:3]=1.[F:17][C:18]1[CH:23]=[CH:22][C:21]([C:24]2[O:25][C:26]3[CH:36]=[C:35]([N:37]([CH3:42])[S:38]([CH3:41])(=[O:40])=[O:39])[C:34](B4OC(C)(C)C(C)(C)O4)=[CH:33][C:27]=3[C:28]=2[C:29]([NH:31][CH3:32])=[O:30])=[CH:20][CH:19]=1.CC(C1C=C(C(C)C)C(C2C=CC=CC=2P(C2CCCCC2)C2CCCCC2)=C(C(C)C)C=1)C, predict the reaction product. The product is: [NH:9]1[C:10]2[C:15](=[CH:14][CH:13]=[CH:12][CH:11]=2)[CH:16]=[C:8]1[C:4]1[N:5]=[CH:6][N:7]=[C:2]([C:34]2[C:35]([N:37]([CH3:42])[S:38]([CH3:41])(=[O:40])=[O:39])=[CH:36][C:26]3[O:25][C:24]([C:21]4[CH:22]=[CH:23][C:18]([F:17])=[CH:19][CH:20]=4)=[C:28]([C:29]([NH:31][CH3:32])=[O:30])[C:27]=3[CH:33]=2)[CH:3]=1. (2) Given the reactants FC(F)(F)C(O)=O.C(OC(=O)[NH:14][C:15]1[CH:20]=[CH:19][CH:18]=[CH:17][C:16]=1[N:21]1[C:25](=[O:26])[NH:24][C:23]([CH:27]([C:41]2[CH:46]=[C:45]([CH2:47][CH3:48])[CH:44]=[C:43]([O:49][CH2:50][C:51](=[O:55])[N:52]([CH3:54])[CH3:53])[C:42]=2[F:56])[NH:28][C:29]2[CH:34]=[CH:33][C:32]([C:35]3[N:39]=[C:38]([CH3:40])[O:37][N:36]=3)=[CH:31][CH:30]=2)=[N:22]1)(C)(C)C, predict the reaction product. The product is: [NH2:14][C:15]1[CH:20]=[CH:19][CH:18]=[CH:17][C:16]=1[N:21]1[C:25](=[O:26])[NH:24][C:23]([CH:27]([NH:28][C:29]2[CH:30]=[CH:31][C:32]([C:35]3[N:39]=[C:38]([CH3:40])[O:37][N:36]=3)=[CH:33][CH:34]=2)[C:41]2[C:42]([F:56])=[C:43]([CH:44]=[C:45]([CH2:47][CH3:48])[CH:46]=2)[O:49][CH2:50][C:51]([N:52]([CH3:54])[CH3:53])=[O:55])=[N:22]1.